This data is from Merck oncology drug combination screen with 23,052 pairs across 39 cell lines. The task is: Regression. Given two drug SMILES strings and cell line genomic features, predict the synergy score measuring deviation from expected non-interaction effect. (1) Drug 1: Nc1ccn(C2OC(CO)C(O)C2(F)F)c(=O)n1. Drug 2: CS(=O)(=O)CCNCc1ccc(-c2ccc3ncnc(Nc4ccc(OCc5cccc(F)c5)c(Cl)c4)c3c2)o1. Synergy scores: synergy=-1.19. Cell line: T47D. (2) Drug 1: C=CCn1c(=O)c2cnc(Nc3ccc(N4CCN(C)CC4)cc3)nc2n1-c1cccc(C(C)(C)O)n1. Drug 2: C#Cc1cccc(Nc2ncnc3cc(OCCOC)c(OCCOC)cc23)c1. Cell line: SW837. Synergy scores: synergy=26.3. (3) Drug 2: CCN(CC)CCNC(=O)c1c(C)[nH]c(C=C2C(=O)Nc3ccc(F)cc32)c1C. Cell line: UACC62. Drug 1: CC1CC2C3CCC4=CC(=O)C=CC4(C)C3(F)C(O)CC2(C)C1(O)C(=O)CO. Synergy scores: synergy=17.2. (4) Drug 1: CCC1(O)CC2CN(CCc3c([nH]c4ccccc34)C(C(=O)OC)(c3cc4c(cc3OC)N(C)C3C(O)(C(=O)OC)C(OC(C)=O)C5(CC)C=CCN6CCC43C65)C2)C1. Drug 2: O=C(NOCC(O)CO)c1ccc(F)c(F)c1Nc1ccc(I)cc1F. Cell line: COLO320DM. Synergy scores: synergy=8.32.